This data is from Full USPTO retrosynthesis dataset with 1.9M reactions from patents (1976-2016). The task is: Predict the reactants needed to synthesize the given product. (1) Given the product [CH3:1][C:2]1[C:7]([NH:8][C:9]2[N:14]=[CH:13][CH:12]=[CH:11][C:10]=2[C:15]([OH:17])=[O:16])=[CH:6][CH:5]=[CH:4][C:3]=1[C:18]([F:20])([F:19])[F:21], predict the reactants needed to synthesize it. The reactants are: [CH3:1][C:2]1[C:7]([NH:8][C:9]2[N:14]=[CH:13][CH:12]=[CH:11][C:10]=2[C:15]([OH:17])=[O:16])=[CH:6][CH:5]=[CH:4][C:3]=1[C:18]([F:21])([F:20])[F:19].CNC[C@H](O)[C@@H](O)[C@H](O)[C@H](O)CO.CS(C1C=CC([C@@H](O)[C@H](NC(C(Cl)Cl)=O)CF)=CC=1)(=O)=O.N. (2) Given the product [NH2:16][C:10]1[O:11][CH2:12][C:13]([F:15])([F:14])[C@:8]([C:4]2[CH:3]=[C:2]([NH:1][C:26]([C:23]3[CH:22]=[CH:21][C:20]([C:18]#[N:19])=[CH:25][N:24]=3)=[O:27])[CH:7]=[CH:6][CH:5]=2)([CH3:17])[N:9]=1, predict the reactants needed to synthesize it. The reactants are: [NH2:1][C:2]1[CH:3]=[C:4]([C@:8]2([CH3:17])[C:13]([F:15])([F:14])[CH2:12][O:11][C:10]([NH2:16])=[N:9]2)[CH:5]=[CH:6][CH:7]=1.[C:18]([C:20]1[CH:21]=[CH:22][C:23]([C:26](O)=[O:27])=[N:24][CH:25]=1)#[N:19]. (3) The reactants are: C1(=O)OCCO1.[F-:7].[K+].Cl[C:10]([O:12][CH:13]1[CH2:18][CH2:17][CH2:16][CH2:15][CH2:14]1)=[O:11].ClC([O-])=O. Given the product [F:7][C:10]([O:12][CH:13]1[CH2:18][CH2:17][CH2:16][CH2:15][CH2:14]1)=[O:11], predict the reactants needed to synthesize it. (4) The reactants are: [F:1][C:2]1[C:7]([F:8])=[CH:6][C:5]([NH2:9])=[C:4]([N+:10]([O-])=O)[CH:3]=1.O.O.[Sn](Cl)Cl. Given the product [F:1][C:2]1[CH:3]=[C:4]([NH2:10])[C:5]([NH2:9])=[CH:6][C:7]=1[F:8], predict the reactants needed to synthesize it.